Dataset: Full USPTO retrosynthesis dataset with 1.9M reactions from patents (1976-2016). Task: Predict the reactants needed to synthesize the given product. (1) Given the product [F:39][C:36]([F:37])([F:38])[C:28]1[CH:27]=[C:26]([C@H:24]([O:23][C@H:7]2[CH2:6][C@@H:5]([OH:4])[C:14]3[N:13]=[CH:12][CH:11]=[CH:10][C:9]=3[C@@H:8]2[C:16]2[CH:17]=[CH:18][C:19]([F:22])=[CH:20][CH:21]=2)[CH3:25])[CH:31]=[C:30]([C:32]([F:33])([F:34])[F:35])[CH:29]=1, predict the reactants needed to synthesize it. The reactants are: C([O:4][C@H:5]1[C:14]2[N+:13]([O-])=[CH:12][CH:11]=[CH:10][C:9]=2[C@H:8]([C:16]2[CH:21]=[CH:20][C:19]([F:22])=[CH:18][CH:17]=2)[C@@H:7]([O:23][C@@H:24]([C:26]2[CH:31]=[C:30]([C:32]([F:35])([F:34])[F:33])[CH:29]=[C:28]([C:36]([F:39])([F:38])[F:37])[CH:27]=2)[CH3:25])[CH2:6]1)(=O)C.[BH4-].[Na+]. (2) Given the product [Cl:8][C:6]1[CH:5]=[C:4]([N:14]2[CH2:15][CH2:16][N:11]([CH3:10])[CH2:12][CH2:13]2)[N:3]=[C:2]([NH2:1])[N:7]=1, predict the reactants needed to synthesize it. The reactants are: [NH2:1][C:2]1[N:7]=[C:6]([Cl:8])[CH:5]=[C:4](Cl)[N:3]=1.[CH3:10][N:11]1[CH2:16][CH2:15][NH:14][CH2:13][CH2:12]1.C(N(CC)C(C)C)(C)C. (3) Given the product [NH2:1][C:2]1[N:7]=[C:6]([C:8]2[O:9][C:10]([Cl:24])=[CH:11][CH:12]=2)[C:5]([C:13]#[N:14])=[C:4]([O:15][CH2:16][C:17]2[C:22]([CH3:23])=[CH:21][CH:20]=[CH:19][N:18]=2)[N:3]=1, predict the reactants needed to synthesize it. The reactants are: [NH2:1][C:2]1[N:7]=[C:6]([C:8]2[O:9][CH:10]=[CH:11][CH:12]=2)[C:5]([C:13]#[N:14])=[C:4]([O:15][CH2:16][C:17]2[C:22]([CH3:23])=[CH:21][CH:20]=[CH:19][N:18]=2)[N:3]=1.[Cl:24]N1C(=O)CCC1=O. (4) Given the product [CH2:13]([O:15][CH2:16][C:17]1[NH:18][C:8](=[O:10])[C:4]2[NH:5][CH:6]=[CH:7][C:3]=2[N:2]=1)[CH3:14], predict the reactants needed to synthesize it. The reactants are: Cl.[NH2:2][C:3]1[CH:7]=[CH:6][NH:5][C:4]=1[C:8]([O:10]CC)=O.[CH2:13]([O:15][CH2:16][C:17](=N)[NH2:18])[CH3:14]. (5) Given the product [C:24]([OH:23])(=[O:25])[C:26]1[CH:5]=[CH:4][CH:3]=[CH:2][CH:1]=1, predict the reactants needed to synthesize it. The reactants are: [CH2:1]=[CH:2][C:3]1C=CC=[CH:5][CH:4]=1.OOS([O-])=O.[K+].[O-]S([O-])=O.[Na+].[Na+].CC[O:23][C:24]([CH3:26])=[O:25]. (6) Given the product [Cl:11][C:12]1[CH:13]=[C:14]([S:43]([NH:46][C:9](=[O:10])[NH:8][CH:5]([CH3:7])[CH3:6])(=[O:45])=[O:44])[CH:15]=[CH:16][C:17]=1[CH2:18][S:19][C:20]1[N:21]([C:36]2[CH:41]=[CH:40][C:39]([F:42])=[CH:38][CH:37]=2)[C:22]([C:25]([C:28]2[CH:33]=[CH:32][C:31]([Cl:34])=[C:30]([Cl:35])[CH:29]=2)([CH3:27])[CH3:26])=[CH:23][N:24]=1, predict the reactants needed to synthesize it. The reactants are: [Cl-].[Cl-].[Cl-].[Al+3].[CH:5]([N:8]=[C:9]=[O:10])([CH3:7])[CH3:6].[Cl:11][C:12]1[CH:13]=[C:14]([S:43]([NH2:46])(=[O:45])=[O:44])[CH:15]=[CH:16][C:17]=1[CH2:18][S:19][C:20]1[N:21]([C:36]2[CH:41]=[CH:40][C:39]([F:42])=[CH:38][CH:37]=2)[C:22]([C:25]([C:28]2[CH:33]=[CH:32][C:31]([Cl:34])=[C:30]([Cl:35])[CH:29]=2)([CH3:27])[CH3:26])=[CH:23][N:24]=1. (7) Given the product [CH2:17]([N:8]1[CH2:9][C:10]([C:11]2[CH:12]=[CH:13][CH:14]=[CH:15][CH:16]=2)=[C:6]([C:4]([OH:5])=[O:3])[CH2:7]1)[C:18]1[CH:19]=[CH:20][CH:21]=[CH:22][CH:23]=1, predict the reactants needed to synthesize it. The reactants are: C([O:3][C:4]([C:6]1[CH2:7][N:8]([CH2:17][C:18]2[CH:23]=[CH:22][CH:21]=[CH:20][CH:19]=2)[CH2:9][C:10]=1[C:11]1[CH:16]=[CH:15][CH:14]=[CH:13][CH:12]=1)=[O:5])C.[OH-].[Na+].